This data is from Forward reaction prediction with 1.9M reactions from USPTO patents (1976-2016). The task is: Predict the product of the given reaction. Given the reactants [CH:1]1([N:5]2[CH2:10][CH2:9][N:8]([C:11]3[C:21]4[CH2:20][CH2:19][NH:18][CH2:17][CH2:16][C:15]=4[N:14]=[CH:13][N:12]=3)[CH2:7][CH2:6]2)[CH2:4][CH2:3][CH2:2]1.[C:22](Cl)(=[O:29])[C:23]1[CH:28]=[CH:27][CH:26]=[CH:25][CH:24]=1, predict the reaction product. The product is: [CH:1]1([N:5]2[CH2:6][CH2:7][N:8]([C:11]3[C:21]4[CH2:20][CH2:19][N:18]([C:22]([C:23]5[CH:28]=[CH:27][CH:26]=[CH:25][CH:24]=5)=[O:29])[CH2:17][CH2:16][C:15]=4[N:14]=[CH:13][N:12]=3)[CH2:9][CH2:10]2)[CH2:4][CH2:3][CH2:2]1.